From a dataset of Drug-target binding data from BindingDB using IC50 measurements. Regression. Given a target protein amino acid sequence and a drug SMILES string, predict the binding affinity score between them. We predict pIC50 (pIC50 = -log10(IC50 in M); higher means more potent). Dataset: bindingdb_ic50. (1) The compound is N[C@@H](Cn1c(=O)cnc2ccc(F)cc21)[C@H]1CC[C@H](NCc2ncc3c(n2)NC(=O)CO3)CC1. The target protein (P51787) has sequence MAAASSPPRAERKRWGWGRLPGARRGSAGLAKKCPFSLELAEGGPAGGALYAPIAPGAPGPAPPASPAAPAAPPVASDLGPRPPVSLDPRVSIYSTRRPVLARTHVQGRVYNFLERPTGWKCFVYHFAVFLIVLVCLIFSVLSTIEQYAALATGTLFWMEIVLVVFFGTEYVVRLWSAGCRSKYVGLWGRLRFARKPISIIDLIVVVASMVVLCVGSKGQVFATSAIRGIRFLQILRMLHVDRQGGTWRLLGSVVFIHRQELITTLYIGFLGLIFSSYFVYLAEKDAVNESGRVEFGSYADALWWGVVTVTTIGYGDKVPQTWVGKTIASCFSVFAISFFALPAGILGSGFALKVQQKQRQKHFNRQIPAAASLIQTAWRCYAAENPDSSTWKIYIRKAPRSHTLLSPSPKPKKSVVVKKKKFKLDKDNGVTPGEKMLTVPHITCDPPEERRLDHFSVDGYDSSVRKSPTLLEVSMPHFMRTNSFAEDLDLEGETLLTPI.... The pIC50 is 3.5. (2) The drug is CCCCCC[Se](=O)CC(C)=O. The target protein sequence is MIQQRMLQLLLLGQLLAGPGPFCAALATVDQLTVCPPSVGCLKGTNLQGYQSERFEAFMGIPYALPPIGDLRFSNPKVMPKLLGMYDASAPKMDCIQKNYLLPTPVVYGDEDCLYLNVYRPEIRKSALPVMVYIHGGGFFGGSAGPGVTGPEYFMDSGEVILVTMAYRLGPFGFLSTQDAVMSGNFGLKDQNLALRWVQRNIRFFGGDPQRVTIFGQSAGGVAAHMHLLSPRSHGLFHRVISMSGTANVPFAIAEQPLEQARLLAEFADVPDARNLSTVKLTKALRRINATKLLNAGDGLKYWDVDHMTNFRPVVEEGLEVDAFLNAHPMDMLAQGMPTSIPLLLGTVPGEGAVRVVNILGNETLRQSFNLRFDELLQELLEFPASFSQDRREKMMDLLVEVYFQGQHEVNELTVQGFMNLISDRGFKQPLYNTIHKNVCHTPNPVYLYSFNYQGPLSYASAYTSANVTGKYGVVHCDDLLYLFRSPLLFPDFQRNSTEA.... The pIC50 is 4.5.